Dataset: NCI-60 drug combinations with 297,098 pairs across 59 cell lines. Task: Regression. Given two drug SMILES strings and cell line genomic features, predict the synergy score measuring deviation from expected non-interaction effect. (1) Drug 1: C1=CC(=CC=C1CCCC(=O)O)N(CCCl)CCCl. Drug 2: N.N.Cl[Pt+2]Cl. Cell line: DU-145. Synergy scores: CSS=23.1, Synergy_ZIP=-10.5, Synergy_Bliss=-8.46, Synergy_Loewe=-8.71, Synergy_HSA=-7.93. (2) Drug 1: CC1=C2C(C(=O)C3(C(CC4C(C3C(C(C2(C)C)(CC1OC(=O)C(C(C5=CC=CC=C5)NC(=O)C6=CC=CC=C6)O)O)OC(=O)C7=CC=CC=C7)(CO4)OC(=O)C)O)C)OC(=O)C. Drug 2: CC12CCC3C(C1CCC2OP(=O)(O)O)CCC4=C3C=CC(=C4)OC(=O)N(CCCl)CCCl.[Na+]. Cell line: OVCAR-5. Synergy scores: CSS=70.7, Synergy_ZIP=13.0, Synergy_Bliss=12.2, Synergy_Loewe=4.71, Synergy_HSA=14.8. (3) Drug 1: C1CC(=O)NC(=O)C1N2CC3=C(C2=O)C=CC=C3N. Drug 2: C1C(C(OC1N2C=NC3=C(N=C(N=C32)Cl)N)CO)O. Cell line: SF-268. Synergy scores: CSS=6.55, Synergy_ZIP=0.364, Synergy_Bliss=3.56, Synergy_Loewe=2.56, Synergy_HSA=1.13. (4) Drug 1: C1=CC=C(C=C1)NC(=O)CCCCCCC(=O)NO. Drug 2: C1C(C(OC1N2C=NC3=C2NC=NCC3O)CO)O. Cell line: NCI-H460. Synergy scores: CSS=4.91, Synergy_ZIP=1.24, Synergy_Bliss=5.17, Synergy_Loewe=-2.51, Synergy_HSA=-0.108. (5) Drug 1: CCC1=CC2CC(C3=C(CN(C2)C1)C4=CC=CC=C4N3)(C5=C(C=C6C(=C5)C78CCN9C7C(C=CC9)(C(C(C8N6C)(C(=O)OC)O)OC(=O)C)CC)OC)C(=O)OC.C(C(C(=O)O)O)(C(=O)O)O. Drug 2: CC1OCC2C(O1)C(C(C(O2)OC3C4COC(=O)C4C(C5=CC6=C(C=C35)OCO6)C7=CC(=C(C(=C7)OC)O)OC)O)O. Cell line: HCT-15. Synergy scores: CSS=50.2, Synergy_ZIP=-1.55, Synergy_Bliss=-2.72, Synergy_Loewe=-1.49, Synergy_HSA=0.615. (6) Drug 1: CC1=C2C(C(=O)C3(C(CC4C(C3C(C(C2(C)C)(CC1OC(=O)C(C(C5=CC=CC=C5)NC(=O)C6=CC=CC=C6)O)O)OC(=O)C7=CC=CC=C7)(CO4)OC(=O)C)O)C)OC(=O)C. Drug 2: COC1=C2C(=CC3=C1OC=C3)C=CC(=O)O2. Cell line: K-562. Synergy scores: CSS=26.5, Synergy_ZIP=-13.1, Synergy_Bliss=-22.3, Synergy_Loewe=-50.4, Synergy_HSA=-20.7. (7) Drug 1: CC1=C(N=C(N=C1N)C(CC(=O)N)NCC(C(=O)N)N)C(=O)NC(C(C2=CN=CN2)OC3C(C(C(C(O3)CO)O)O)OC4C(C(C(C(O4)CO)O)OC(=O)N)O)C(=O)NC(C)C(C(C)C(=O)NC(C(C)O)C(=O)NCCC5=NC(=CS5)C6=NC(=CS6)C(=O)NCCC[S+](C)C)O. Cell line: OVCAR-8. Drug 2: CC(C)CN1C=NC2=C1C3=CC=CC=C3N=C2N. Synergy scores: CSS=41.7, Synergy_ZIP=1.16, Synergy_Bliss=1.18, Synergy_Loewe=-0.569, Synergy_HSA=1.17.